Dataset: Full USPTO retrosynthesis dataset with 1.9M reactions from patents (1976-2016). Task: Predict the reactants needed to synthesize the given product. (1) Given the product [NH:47]1[C:48]2[C:44](=[CH:43][C:42]([NH:41][C:38]3[C:39]4[S:40][C:32]([C:25]5[CH:26]=[CH:27][CH:28]=[CH:29][CH:30]=5)=[CH:33][C:34]=4[N:35]=[CH:36][N:37]=3)=[CH:50][CH:49]=2)[CH:45]=[CH:46]1, predict the reactants needed to synthesize it. The reactants are: [C:25]1(P([C:25]2[CH:30]=[CH:29][CH:28]=[CH:27][CH:26]=2)CCCCP([C:25]2[CH:30]=[CH:29][CH:28]=[CH:27][CH:26]=2)[C:25]2[CH:30]=[CH:29][CH:28]=[CH:27][CH:26]=2)[CH:30]=[CH:29][CH:28]=[CH:27][CH:26]=1.Br[C:32]1[S:40][C:39]2[C:38]([NH:41][C:42]3[CH:43]=[C:44]4[C:48](=[CH:49][CH:50]=3)[NH:47][CH:46]=[CH:45]4)=[N:37][CH:36]=[N:35][C:34]=2[CH:33]=1.C1(B(O)O)C=CC=CC=1.C(=O)([O-])[O-].[Na+].[Na+]. (2) Given the product [I:15][C:2]1[CH:7]=[CH:6][C:5]([C:8]2[CH:13]=[CH:12][CH:11]=[CH:10][CH:9]=2)=[CH:4][CH:3]=1, predict the reactants needed to synthesize it. The reactants are: Br[C:2]1[CH:7]=[CH:6][C:5]([C:8]2[CH:13]=[CH:12][CH:11]=[CH:10][CH:9]=2)=[CH:4][CH:3]=1.[Na+].[I-:15].C(N)CN.S1(CCCC1)(=O)=O. (3) Given the product [F:34][C:35]1[CH:36]=[C:37]([C:2]2[CH:7]=[CH:6][CH:5]=[CH:4][C:3]=2[C:8]2[N:9]([CH2:23][C:24]3[CH:29]=[CH:28][C:27]([C:30]([CH3:33])([CH3:32])[CH3:31])=[CH:26][CH:25]=3)[C:10](=[O:22])[C:11]([C:15]([NH:17][CH2:18][C:19]([OH:21])=[O:20])=[O:16])=[C:12]([OH:14])[N:13]=2)[CH:38]=[C:39]([F:41])[CH:40]=1, predict the reactants needed to synthesize it. The reactants are: Br[C:2]1[CH:7]=[CH:6][CH:5]=[CH:4][C:3]=1[C:8]1[N:9]([CH2:23][C:24]2[CH:29]=[CH:28][C:27]([C:30]([CH3:33])([CH3:32])[CH3:31])=[CH:26][CH:25]=2)[C:10](=[O:22])[C:11]([C:15]([NH:17][CH2:18][C:19]([OH:21])=[O:20])=[O:16])=[C:12]([OH:14])[N:13]=1.[F:34][C:35]1[CH:36]=[C:37](B(O)O)[CH:38]=[C:39]([F:41])[CH:40]=1.C(=O)([O-])[O-].[Na+].[Na+].Cl. (4) Given the product [CH3:1][O:2][C:3]1[CH:4]=[C:5]([CH2:11][CH2:12][N:13]([CH3:25])[C:14](=[O:24])[CH2:15][CH2:16][C:17]2[CH:22]=[CH:21][C:20]([O:23][CH2:35][C:30]3[CH:31]=[CH:32][CH:33]=[CH:34][C:29]=3[C:28]([O:27][CH3:26])=[O:37])=[CH:19][CH:18]=2)[CH:6]=[CH:7][C:8]=1[O:9][CH3:10], predict the reactants needed to synthesize it. The reactants are: [CH3:1][O:2][C:3]1[CH:4]=[C:5]([CH2:11][CH2:12][N:13]([CH3:25])[C:14](=[O:24])[CH2:15][CH2:16][C:17]2[CH:22]=[CH:21][C:20]([OH:23])=[CH:19][CH:18]=2)[CH:6]=[CH:7][C:8]=1[O:9][CH3:10].[CH3:26][O:27][C:28](=[O:37])[C:29]1[CH:34]=[CH:33][CH:32]=[CH:31][C:30]=1[CH2:35]Br.C([O-])([O-])=O.[K+].[K+].